Dataset: hERG potassium channel inhibition data for cardiac toxicity prediction from Karim et al.. Task: Regression/Classification. Given a drug SMILES string, predict its toxicity properties. Task type varies by dataset: regression for continuous values (e.g., LD50, hERG inhibition percentage) or binary classification for toxic/non-toxic outcomes (e.g., AMES mutagenicity, cardiotoxicity, hepatotoxicity). Dataset: herg_karim. (1) The compound is CN(C)C[C@@H]1CCn2cc(c3ccccc32)C2=C(C(=O)NC2=O)c2cn(c3ccccc23)CCO1. The result is 1 (blocker). (2) The molecule is C[N+](C)Cc1cn(-c2ccc(F)cc2)c2ccc(Cl)cc12. The result is 0 (non-blocker). (3) The drug is Cc1nc2ccccc2c(=O)n1-c1ccc(OCCCN2CCCCCC2)cc1. The result is 1 (blocker).